The task is: Predict the product of the given reaction.. This data is from Forward reaction prediction with 1.9M reactions from USPTO patents (1976-2016). (1) Given the reactants FC(F)(F)S(O[C:7]1[CH2:8][CH:9]2[N:14]([C:15]([O:17][C:18]([CH3:21])([CH3:20])[CH3:19])=[O:16])[CH:12]([CH:13]=1)[CH2:11][CH2:10]2)(=O)=O.[CH3:24][C:25]1([CH3:41])[C:29]([CH3:31])([CH3:30])[O:28][B:27]([B:27]2[O:28][C:29]([CH3:31])([CH3:30])[C:25]([CH3:41])([CH3:24])[O:26]2)[O:26]1.C([O-])(=O)C.[K+], predict the reaction product. The product is: [CH3:24][C:25]1([CH3:41])[C:29]([CH3:31])([CH3:30])[O:28][B:27]([C:7]2[CH2:8][CH:9]3[N:14]([C:15]([O:17][C:18]([CH3:21])([CH3:20])[CH3:19])=[O:16])[CH:12]([CH:13]=2)[CH2:11][CH2:10]3)[O:26]1. (2) The product is: [NH2:21][C:11]1[CH:12]=[CH:13][CH:14]=[C:15]([S:16]([CH2:19][CH3:20])(=[O:18])=[O:17])[C:10]=1[CH2:9][NH:8][CH:2]1[CH2:3][C:4](=[O:6])[NH:5][C:1]1=[O:7]. Given the reactants [C:1]1(=[O:7])[NH:5][C:4](=[O:6])[CH:3]=[CH:2]1.[NH2:8][CH2:9][C:10]1[C:15]([S:16]([CH2:19][CH3:20])(=[O:18])=[O:17])=[CH:14][CH:13]=[CH:12][C:11]=1[NH2:21], predict the reaction product. (3) The product is: [CH3:20][C:19]([C:21]([NH:23][C@H:24]([C:28]([N:30]([C@@H:32]([C@@H:80]([CH3:83])[CH2:81][CH3:82])[C@H:33]([O:78][CH3:79])[CH2:34][C:35]([N:37]1[CH2:41][CH2:40][CH2:39][C@H:38]1[C@@H:42]([C@@H:45]([CH3:77])[C:46](=[O:76])[NH:47][C@@H:48]([CH2:69][C:70]1[CH:75]=[CH:74][CH:73]=[CH:72][CH:71]=1)[C:49](=[O:68])[NH:50][CH2:51][CH2:52][NH:53][C:54](=[O:67])[CH2:55][CH2:56][CH2:57][CH2:58][CH2:59][C@H:60]1[C@@H:64]([CH3:65])[NH:63][C:62](=[O:66])[NH:61]1)[O:43][CH3:44])=[O:36])[CH3:31])=[O:29])[CH:25]([CH3:26])[CH3:27])=[O:22])([CH3:84])[NH2:18]. Given the reactants C1C2C(COC([NH:18][C:19]([CH3:84])([C:21]([NH:23][C@H:24]([C:28]([N:30]([C@@H:32]([C@@H:80]([CH3:83])[CH2:81][CH3:82])[C@H:33]([O:78][CH3:79])[CH2:34][C:35]([N:37]3[CH2:41][CH2:40][CH2:39][C@H:38]3[C@@H:42]([C@@H:45]([CH3:77])[C:46](=[O:76])[NH:47][C@@H:48]([CH2:69][C:70]3[CH:75]=[CH:74][CH:73]=[CH:72][CH:71]=3)[C:49](=[O:68])[NH:50][CH2:51][CH2:52][NH:53][C:54](=[O:67])[CH2:55][CH2:56][CH2:57][CH2:58][CH2:59][C@H:60]3[C@@H:64]([CH3:65])[NH:63][C:62](=[O:66])[NH:61]3)[O:43][CH3:44])=[O:36])[CH3:31])=[O:29])[CH:25]([CH3:27])[CH3:26])=[O:22])[CH3:20])=O)C3C(=CC=CC=3)C=2C=CC=1.N1CCCCC1, predict the reaction product. (4) Given the reactants [OH:1][C:2]1[C:10]([O:11][CH3:12])=[CH:9][C:5]([C:6]([OH:8])=[O:7])=[CH:4][C:3]=1[O:13][CH3:14].C(O)(C)C.C(=O)([O-])[O-].[K+].[K+].[C:25](Cl)(=[O:32])[C:26]1[CH:31]=[CH:30][CH:29]=[CH:28][CH:27]=1, predict the reaction product. The product is: [C:25]([O:1][C:2]1[C:3]([O:13][CH3:14])=[CH:4][C:5]([C:6]([OH:8])=[O:7])=[CH:9][C:10]=1[O:11][CH3:12])(=[O:32])[C:26]1[CH:31]=[CH:30][CH:29]=[CH:28][CH:27]=1. (5) The product is: [CH:11]1([C:9]2[N:10]=[C:6]([C:4]([Cl:16])=[O:3])[S:7][CH:8]=2)[CH2:13][CH2:12]1. Given the reactants C([O:3][C:4]([C:6]1[S:7][CH:8]=[C:9]([CH:11]2[CH2:13][CH2:12]2)[N:10]=1)=O)C.[OH-].[Na+].[Cl-:16], predict the reaction product.